From a dataset of hERG potassium channel inhibition data for cardiac toxicity prediction from Karim et al.. Regression/Classification. Given a drug SMILES string, predict its toxicity properties. Task type varies by dataset: regression for continuous values (e.g., LD50, hERG inhibition percentage) or binary classification for toxic/non-toxic outcomes (e.g., AMES mutagenicity, cardiotoxicity, hepatotoxicity). Dataset: herg_karim. (1) The drug is N[C@H](C(=O)N1CCC(F)(F)C1)[C@H]1CC[C@@H](NC(=O)OCc2ccccc2)CC1. The result is 0 (non-blocker). (2) The molecule is COCCOCC#Cc1cc(C2N=NC3=C2Cc2ccc(Cn4cncn4)cc23)cs1. The result is 0 (non-blocker). (3) The molecule is CC(=O)N(CCOc1ccc(NS(C)(=O)=O)cc1)CCc1ccc(NS(C)(=O)=O)cc1. The result is 1 (blocker). (4) The drug is N[C@H]1CN(C(=O)c2cc3ccccc3cn2)C[C@H]1C(=O)N1CCCC1. The result is 0 (non-blocker). (5) The drug is CCOC(=O)C(C)Oc1cccc2c(=O)n(CC(=O)Nc3ccc4c(c3)OCCO4)ccc12. The result is 0 (non-blocker). (6) The compound is Cc1cc2c(s1)Nc1ccccc1N=C2N1CC[NH2+]CC1. The result is 0 (non-blocker). (7) The compound is Cc1ccc2c(-c3nnc(SCCCCN4CCc5cc6c(cc5CC4)C(=O)N(C(C)C)C6)n3C)cccc2n1. The result is 1 (blocker).